Dataset: NCI-60 drug combinations with 297,098 pairs across 59 cell lines. Task: Regression. Given two drug SMILES strings and cell line genomic features, predict the synergy score measuring deviation from expected non-interaction effect. Drug 1: CC1=C2C(C(=O)C3(C(CC4C(C3C(C(C2(C)C)(CC1OC(=O)C(C(C5=CC=CC=C5)NC(=O)C6=CC=CC=C6)O)O)OC(=O)C7=CC=CC=C7)(CO4)OC(=O)C)O)C)OC(=O)C. Drug 2: CC1C(C(CC(O1)OC2CC(CC3=C2C(=C4C(=C3O)C(=O)C5=CC=CC=C5C4=O)O)(C(=O)C)O)N)O. Cell line: SNB-75. Synergy scores: CSS=74.6, Synergy_ZIP=-3.35, Synergy_Bliss=-4.36, Synergy_Loewe=2.49, Synergy_HSA=3.91.